The task is: Predict the reaction yield, written as a fraction of the theoretical maximum amount of product (1.0 means a 100% yield; for example, 0.34 means a 34% yield).. This data is from Reaction yield outcomes from USPTO patents with 853,638 reactions. (1) The reactants are Br[C:2]1[CH:7]=[CH:6][C:5]([O:8][CH:9]([F:11])[F:10])=[CH:4][CH:3]=1.[CH3:12][C:13]1([CH3:29])[C:17]([CH3:19])([CH3:18])[O:16][B:15]([B:15]2[O:16][C:17]([CH3:19])([CH3:18])[C:13]([CH3:29])([CH3:12])[O:14]2)[O:14]1.C([O-])(=O)C.[K+]. The catalyst is CN(C)C=O.C(OCC)(=O)C.C1C=CC(P(C2C=CC=CC=2)[C-]2C=CC=C2)=CC=1.C1C=CC(P(C2C=CC=CC=2)[C-]2C=CC=C2)=CC=1.Cl[Pd]Cl.[Fe+2]. The product is [F:10][CH:9]([F:11])[O:8][C:5]1[CH:6]=[CH:7][C:2]([B:15]2[O:16][C:17]([CH3:19])([CH3:18])[C:13]([CH3:29])([CH3:12])[O:14]2)=[CH:3][CH:4]=1. The yield is 0.580. (2) The reactants are [F:1][C:2]1[CH:3]=[C:4]([CH2:9][C:10]([C:12]2[CH:17]=[CH:16][CH:15]=[CH:14][C:13]=2[OH:18])=[O:11])[CH:5]=[C:6]([F:8])[CH:7]=1.[C:19](OC(=O)CC)(=O)[CH2:20][CH3:21].Cl. The catalyst is C(N(CC)CC)C. The product is [F:1][C:2]1[CH:3]=[C:4]([C:9]2[C:10](=[O:11])[C:12]3[C:13](=[CH:14][CH:15]=[CH:16][CH:17]=3)[O:18][C:19]=2[CH2:20][CH3:21])[CH:5]=[C:6]([F:8])[CH:7]=1. The yield is 0.720.